From a dataset of Full USPTO retrosynthesis dataset with 1.9M reactions from patents (1976-2016). Predict the reactants needed to synthesize the given product. (1) Given the product [CH2:1]([O:4][C:5]1([CH3:37])[CH2:10][CH2:9][N:8]([C:11]2[N:16]3[N:17]=[C:18]([C:20]([OH:22])=[O:21])[CH:19]=[C:15]3[N:14]=[C:13]([CH3:25])[C:12]=2[C@H:26]([O:32][C:33]([CH3:36])([CH3:35])[CH3:34])[C:27]([O:29][CH2:30][CH3:31])=[O:28])[CH2:7][CH2:6]1)[CH:2]=[CH2:3], predict the reactants needed to synthesize it. The reactants are: [CH2:1]([O:4][C:5]1([CH3:37])[CH2:10][CH2:9][N:8]([C:11]2[N:16]3[N:17]=[C:18]([C:20]([O:22]CC)=[O:21])[CH:19]=[C:15]3[N:14]=[C:13]([CH3:25])[C:12]=2[C@H:26]([O:32][C:33]([CH3:36])([CH3:35])[CH3:34])[C:27]([O:29][CH2:30][CH3:31])=[O:28])[CH2:7][CH2:6]1)[CH:2]=[CH2:3].[OH-].[Na+]. (2) Given the product [CH3:15][C:14]([C:11]1[CH:12]=[CH:13][C:8]([CH3:7])=[CH:9][CH:10]=1)=[C:1]1[CH:5]=[CH:4][CH:3]=[CH:2]1, predict the reactants needed to synthesize it. The reactants are: [CH:1]1([Li])[CH:5]=[CH:4][CH:3]=[CH:2]1.[CH3:7][C:8]1[CH:13]=[CH:12][C:11]([C:14](=O)[CH3:15])=[CH:10][CH:9]=1. (3) Given the product [Cl:5][C:6]1[CH:7]=[C:8]([NH:12][C:13](=[O:28])/[CH:14]=[CH:15]/[C:16]2[CH:21]=[CH:20][C:19]([S:22](=[O:25])(=[O:24])[NH2:23])=[C:18]([OH:26])[CH:17]=2)[CH:9]=[CH:10][CH:11]=1, predict the reactants needed to synthesize it. The reactants are: B(Br)(Br)Br.[Cl:5][C:6]1[CH:7]=[C:8]([NH:12][C:13](=[O:28])/[CH:14]=[CH:15]/[C:16]2[CH:21]=[CH:20][C:19]([S:22](=[O:25])(=[O:24])[NH2:23])=[C:18]([O:26]C)[CH:17]=2)[CH:9]=[CH:10][CH:11]=1.